Dataset: Catalyst prediction with 721,799 reactions and 888 catalyst types from USPTO. Task: Predict which catalyst facilitates the given reaction. (1) Reactant: [Cl:1][C:2]1[CH:9]=[CH:8][C:7](F)=[CH:6][C:3]=1[C:4]#[N:5].C([O-])([O-])=O.[K+].[K+].[CH3:17][N:18]1[CH2:23][CH2:22][NH:21][CH2:20][CH2:19]1. The catalyst class is: 16. Product: [Cl:1][C:2]1[CH:9]=[CH:8][C:7]([N:21]2[CH2:22][CH2:23][N:18]([CH3:17])[CH2:19][CH2:20]2)=[CH:6][C:3]=1[C:4]#[N:5]. (2) Reactant: [CH2:1]([N:5]1[CH2:10][C@H:9]([OH:11])[C@@H:8]([OH:12])[C@H:7]([OH:13])[C@H:6]1[CH2:14][O:15][C:16](=[O:36])[CH2:17][CH2:18][C:19]([NH:21][C@@H:22]([CH:33]([CH3:35])[CH3:34])[C:23]([O:25]CC1C=CC=CC=1)=[O:24])=[O:20])[CH2:2][CH2:3][CH3:4].CO.C(Cl)Cl.[O-][Mn](=O)(=O)=O.[K+]. Product: [CH2:1]([N:5]1[CH2:10][C@H:9]([OH:11])[C@@H:8]([OH:12])[C@H:7]([OH:13])[C@H:6]1[CH2:14][O:15][C:16](=[O:36])[CH2:17][CH2:18][C:19]([NH:21][C@@H:22]([CH:33]([CH3:35])[CH3:34])[C:23]([OH:25])=[O:24])=[O:20])[CH2:2][CH2:3][CH3:4]. The catalyst class is: 29.